The task is: Predict which catalyst facilitates the given reaction.. This data is from Catalyst prediction with 721,799 reactions and 888 catalyst types from USPTO. (1) Reactant: OCCCO[C:6]1[CH:11]=[CH:10][C:9]([C:12]2[CH:17]=[CH:16][C:15](O)=[CH:14][CH:13]=2)=[CH:8][CH:7]=1.[C:19]([OH:24])(=[O:23])[C:20]([CH3:22])=[CH2:21].C1(N=C=N[CH:34]2[CH2:39][CH2:38]CCC2)CCCCC1.O.O.C(O)(=O)[C:43]([OH:45])=[O:44]. Product: [CH3:21][C:20](=[CH2:22])[C:19]([O:24][C:16]1[CH:17]=[C:12]([C:9]2[CH:8]=[CH:7][CH:6]=[C:11]([O:45][C:43](=[O:44])[C:39]([CH3:38])=[CH2:34])[CH:10]=2)[CH:13]=[CH:14][CH:15]=1)=[O:23]. The catalyst class is: 11. (2) Reactant: [N:1]1[CH:6]=[C:5]([C:7]2([OH:17])[CH2:16][CH2:15][C:10]3(OCC[O:11]3)[CH2:9][CH2:8]2)[CH:4]=[N:3][CH:2]=1.C([O-])([O-])=O.[Na+].[Na+]. Product: [OH:17][C:7]1([C:5]2[CH:4]=[N:3][CH:2]=[N:1][CH:6]=2)[CH2:16][CH2:15][C:10](=[O:11])[CH2:9][CH2:8]1. The catalyst class is: 1. (3) Reactant: [Cl:1][C:2]1[C:11]2[C:6](=[CH:7][CH:8]=[CH:9][CH:10]=2)[C:5]([N:12]2[CH2:17][CH2:16][CH:15]([OH:18])[CH2:14][CH2:13]2)=[C:4]([C:19](=O)[CH3:20])[CH:3]=1.C([O-])(=O)C.[NH4+].C([BH3-])#[N:28].[Na+]. Product: [NH2:28][CH:19]([C:4]1[CH:3]=[C:2]([Cl:1])[C:11]2[C:6](=[CH:7][CH:8]=[CH:9][CH:10]=2)[C:5]=1[N:12]1[CH2:17][CH2:16][CH:15]([OH:18])[CH2:14][CH2:13]1)[CH3:20]. The catalyst class is: 449.